Dataset: Merck oncology drug combination screen with 23,052 pairs across 39 cell lines. Task: Regression. Given two drug SMILES strings and cell line genomic features, predict the synergy score measuring deviation from expected non-interaction effect. (1) Drug 1: CN(Cc1cnc2nc(N)nc(N)c2n1)c1ccc(C(=O)NC(CCC(=O)O)C(=O)O)cc1. Drug 2: Cc1nc(Nc2ncc(C(=O)Nc3c(C)cccc3Cl)s2)cc(N2CCN(CCO)CC2)n1. Cell line: A2780. Synergy scores: synergy=5.85. (2) Drug 1: CC1CC2C3CCC4=CC(=O)C=CC4(C)C3(F)C(O)CC2(C)C1(O)C(=O)CO. Drug 2: N#Cc1ccc(Cn2cncc2CN2CCN(c3cccc(Cl)c3)C(=O)C2)cc1. Cell line: CAOV3. Synergy scores: synergy=31.5. (3) Drug 1: O=C(NOCC(O)CO)c1ccc(F)c(F)c1Nc1ccc(I)cc1F. Drug 2: COC1=C2CC(C)CC(OC)C(O)C(C)C=C(C)C(OC(N)=O)C(OC)C=CC=C(C)C(=O)NC(=CC1=O)C2=O. Cell line: SKMEL30. Synergy scores: synergy=-9.28. (4) Drug 1: COC1CC2CCC(C)C(O)(O2)C(=O)C(=O)N2CCCCC2C(=O)OC(C(C)CC2CCC(OP(C)(C)=O)C(OC)C2)CC(=O)C(C)C=C(C)C(O)C(OC)C(=O)C(C)CC(C)C=CC=CC=C1C. Drug 2: Cn1c(=O)n(-c2ccc(C(C)(C)C#N)cc2)c2c3cc(-c4cnc5ccccc5c4)ccc3ncc21. Cell line: OV90. Synergy scores: synergy=63.6. (5) Drug 1: CCC1=CC2CN(C1)Cc1c([nH]c3ccccc13)C(C(=O)OC)(c1cc3c(cc1OC)N(C)C1C(O)(C(=O)OC)C(OC(C)=O)C4(CC)C=CCN5CCC31C54)C2. Drug 2: O=C(O)C1(Cc2cccc(Nc3nccs3)n2)CCC(Oc2cccc(Cl)c2F)CC1. Cell line: ZR751. Synergy scores: synergy=-4.29.